From a dataset of Full USPTO retrosynthesis dataset with 1.9M reactions from patents (1976-2016). Predict the reactants needed to synthesize the given product. (1) Given the product [OH:17][CH2:16][C:11]1[CH2:12][CH2:13][N:14]([C:26](=[O:27])[CH3:25])[CH2:15][C:10]=1[C:9]1[N:5]([CH:2]([CH3:4])[CH3:3])[N:6]=[CH:7][CH:8]=1, predict the reactants needed to synthesize it. The reactants are: Cl.[CH:2]([N:5]1[C:9]([C:10]2[CH2:15][NH:14][CH2:13][CH2:12][C:11]=2[CH2:16][OH:17])=[CH:8][CH:7]=[N:6]1)([CH3:4])[CH3:3].CCN(CC)CC.[CH3:25][C:26](OC(C)=O)=[O:27]. (2) Given the product [N:2]1([C:25]([O:24][CH2:23][C:20]2[CH:21]=[CH:22][CH:17]=[CH:18][CH:19]=2)=[O:26])[CH2:3][CH2:4][CH:5]([C:6]([O:8][C:9]([CH3:12])([CH3:11])[CH3:10])=[O:7])[NH:1]1, predict the reactants needed to synthesize it. The reactants are: [NH:1]1[CH:5]([C:6]([O:8][C:9]([CH3:12])([CH3:11])[CH3:10])=[O:7])[CH2:4][CH:3]=[N:2]1.C([BH3-])#N.[Na+].[CH:17]1[CH:22]=[CH:21][C:20]([CH2:23][O:24][C:25](Cl)=[O:26])=[CH:19][CH:18]=1. (3) Given the product [N:17]1[CH:22]=[CH:21][CH:20]=[CH:19][C:18]=1[CH2:23][O:1][C:2]1[CH:3]=[C:4]([CH:7]=[CH:8][CH:9]=1)[CH:5]=[O:6], predict the reactants needed to synthesize it. The reactants are: [OH:1][C:2]1[CH:3]=[C:4]([CH:7]=[CH:8][CH:9]=1)[CH:5]=[O:6].C(=O)([O-])[O-].[K+].[K+].Cl.[N:17]1[CH:22]=[CH:21][CH:20]=[CH:19][C:18]=1[CH2:23]Cl. (4) Given the product [CH:37]([N:23]1[CH:24]=[C:25]([C:26]2[CH:31]=[CH:30][N:29]=[C:28]([NH:32][CH2:33][C@@H:34]([OH:36])[CH3:35])[N:27]=2)[C:21]([C:8]2[CH:9]=[C:4]3[CH:3]=[C:2]([CH3:1])[NH:19][C:5]3=[N:6][CH:7]=2)=[N:22]1)([CH3:39])[CH3:38], predict the reactants needed to synthesize it. The reactants are: [CH3:1][C:2]1[NH:19][C:5]2=[N:6][CH:7]=[C:8](B3OC(C)(C)C(C)(C)O3)[CH:9]=[C:4]2[CH:3]=1.I[C:21]1[C:25]([C:26]2[CH:31]=[CH:30][N:29]=[C:28]([NH:32][CH2:33][C@@H:34]([OH:36])[CH3:35])[N:27]=2)=[CH:24][N:23]([CH:37]([CH3:39])[CH3:38])[N:22]=1.C([O-])([O-])=O.[Na+].[Na+]. (5) Given the product [Cl:1][C:2]1[CH:7]=[C:6]([Cl:8])[CH:5]=[CH:4][C:3]=1[N:9]1[C:10]2=[N:11][C:12]3[C:13](=[C:19]([N:23]([CH2:26][CH3:27])[CH2:24][CH3:25])[CH:20]=[CH:21][CH:22]=3)[N:14]2[CH2:15][CH2:16][CH2:17]1, predict the reactants needed to synthesize it. The reactants are: [Cl:1][C:2]1[CH:7]=[C:6]([Cl:8])[CH:5]=[CH:4][C:3]=1[NH:9][C:10]1[N:14]([CH2:15][CH2:16][CH2:17]O)[C:13]2[C:19]([N:23]([CH2:26][CH3:27])[CH2:24][CH3:25])=[CH:20][CH:21]=[CH:22][C:12]=2[N:11]=1.CS(Cl)(=O)=O. (6) Given the product [Cl:23][C:9]1[C:10]2[C:5](=[CH:4][C:3]([O:2][CH3:1])=[CH:12][CH:11]=2)[C:6]([N:14]2[CH2:19][CH2:18][N:17]([CH3:20])[CH2:16][CH2:15]2)=[CH:7][N:8]=1, predict the reactants needed to synthesize it. The reactants are: [CH3:1][O:2][C:3]1[CH:4]=[C:5]2[C:10](=[CH:11][CH:12]=1)[C:9](=O)[NH:8][CH:7]=[C:6]2[N:14]1[CH2:19][CH2:18][N:17]([CH3:20])[CH2:16][CH2:15]1.O=P(Cl)(Cl)[Cl:23]. (7) Given the product [CH3:15][C:16]1([CH3:32])[C:20]([CH3:22])([CH3:21])[O:19][B:18]([C:2]2[CH:7]=[CH:6][C:5]([C@@H:8]3[CH2:13][CH2:12][C@H:11]([OH:14])[CH2:10][CH2:9]3)=[CH:4][CH:3]=2)[O:17]1, predict the reactants needed to synthesize it. The reactants are: Br[C:2]1[CH:7]=[CH:6][C:5]([C@@H:8]2[CH2:13][CH2:12][C@H:11]([OH:14])[CH2:10][CH2:9]2)=[CH:4][CH:3]=1.[CH3:15][C:16]1([CH3:32])[C:20]([CH3:22])([CH3:21])[O:19][B:18]([B:18]2[O:19][C:20]([CH3:22])([CH3:21])[C:16]([CH3:32])([CH3:15])[O:17]2)[O:17]1. (8) Given the product [NH2:1][CH2:2][C:3]1[CH:8]=[C:7]([Cl:9])[CH:6]=[CH:5][C:4]=1[NH:10][C:11]1[CH:15]=[N:14][NH:13][N:12]=1.[ClH:9], predict the reactants needed to synthesize it. The reactants are: [NH2:1][CH2:2][C:3]1[CH:8]=[C:7]([Cl:9])[CH:6]=[CH:5][C:4]=1[NH:10][C:11]1[N:12](CC2C=CC=CC=2)[N:13]=[N:14][CH:15]=1.[H][H].